This data is from Full USPTO retrosynthesis dataset with 1.9M reactions from patents (1976-2016). The task is: Predict the reactants needed to synthesize the given product. Given the product [CH2:1]([S:10][CH2:19][CH:20]1[NH:26][C:16](=[O:17])[CH2:18][CH2:21]1)[CH2:2][CH2:3][CH2:4][CH2:5][CH2:6][CH2:7][CH2:8][CH3:9], predict the reactants needed to synthesize it. The reactants are: [CH2:1]([SH:10])[CH2:2][CH2:3][CH2:4][CH2:5][CH2:6][CH2:7][CH2:8][CH3:9].[H-].[Na+].CCO[C:16]([CH3:18])=[O:17].[CH3:19][CH2:20][CH2:21]CCC.C[N:26](C=O)C.